This data is from Cav3 T-type calcium channel HTS with 100,875 compounds. The task is: Binary Classification. Given a drug SMILES string, predict its activity (active/inactive) in a high-throughput screening assay against a specified biological target. (1) The compound is S(=O)(=O)(N1CCC(NC(=O)Nc2cc(ccc2)C(F)(F)F)CC1)c1ccc(F)cc1. The result is 0 (inactive). (2) The compound is S(=O)(=O)(NCc1ccc(cc1)C(=O)N(CCC#N)C)c1ccc(F)cc1. The result is 0 (inactive). (3) The molecule is s1c(nn2c(nnc12)Cc1ccccc1)c1cc2OCCOc2cc1. The result is 0 (inactive). (4) The drug is O1C(CN(CC1C)CCC(=O)Nc1cc2CCCc2cc1)C. The result is 0 (inactive). (5) The compound is S(CC(=O)c1c(ccc(c1)C)C)c1nc([nH]n1)C. The result is 0 (inactive). (6) The molecule is O(c1cc2c(c[nH]c2cc1)CC(O)=O)C. The result is 0 (inactive). (7) The compound is S(O\N=C1\CCCc2occc12)(=O)(=O)c1ccc(cc1)C. The result is 0 (inactive). (8) The result is 0 (inactive). The drug is S(c1n(nnn1)c1ccccc1)CC(=O)Nc1nc(sn1)c1ccc(cc1)C. (9) The molecule is Clc1cc(CSc2o\c([nH]n2)=C2/c3c(N=C2)cccc3)ccc1. The result is 0 (inactive).